From a dataset of Reaction yield outcomes from USPTO patents with 853,638 reactions. Predict the reaction yield, written as a fraction of the theoretical maximum amount of product (1.0 means a 100% yield; for example, 0.34 means a 34% yield). (1) The reactants are Br[C:2]1[C:7]2=[CH:8][C:9]([C:22]3[CH:27]=[CH:26][CH:25]=[CH:24][CH:23]=3)=[C:10]3[C:20]([C:19]4=[C:21]5[C:11]3=[CH:12][CH:13]=[CH:14][C:15]5=[CH:16][CH:17]=[CH:18]4)=[C:6]2[C:5]([C:28]2[CH:33]=[CH:32][CH:31]=[CH:30][CH:29]=2)=[CH:4][CH:3]=1.C([Li])CCC.[B:39]([O:46]CC)([O:43]CC)OCC.Cl. The yield is 0.543. The catalyst is C1COCC1.CCCCCC. The product is [C:22]1([C:9]2[CH:8]=[C:7]3[C:2]([B:39]([OH:43])[OH:46])=[CH:3][CH:4]=[C:5]([C:28]4[CH:33]=[CH:32][CH:31]=[CH:30][CH:29]=4)[C:6]3=[C:20]3[C:10]=2[C:11]2[C:21]4[C:15](=[CH:16][CH:17]=[CH:18][C:19]3=4)[CH:14]=[CH:13][CH:12]=2)[CH:23]=[CH:24][CH:25]=[CH:26][CH:27]=1. (2) The reactants are C1([C:7]2[CH:17]=[CH:16][CH:15]=[C:9]3[C:10]([NH:12][C:13](=[O:14])[C:8]=23)=[O:11])C=CC=CC=1.C([O-])([O-])=O.[K+].[K+].Br[CH2:25][C:26]1[N:36]([CH2:37][C:38]([CH3:41])([CH3:40])[CH3:39])[C:29]2[N:30]=[C:31]([C:34]#[N:35])[N:32]=[CH:33][C:28]=2[CH:27]=1. The product is [CH3:39][C:38]([CH3:41])([CH3:40])[CH2:37][N:36]1[C:29]2[N:30]=[C:31]([C:34]#[N:35])[N:32]=[CH:33][C:28]=2[CH:27]=[C:26]1[CH2:25][N:12]1[C:13](=[O:14])[C:8]2[C:9](=[CH:15][CH:16]=[CH:17][CH:7]=2)[C:10]1=[O:11]. The yield is 0.680. The catalyst is CN(C=O)C.